From a dataset of Full USPTO retrosynthesis dataset with 1.9M reactions from patents (1976-2016). Predict the reactants needed to synthesize the given product. (1) Given the product [Cl:23][C:21]1[CH:22]=[C:17]([N:14]2[C:15](=[O:16])[N:11]3[CH2:10][CH:9]([OH:8])[CH2:26][N:12]3[C:13]2=[O:25])[CH:18]=[C:19]([Cl:24])[CH:20]=1, predict the reactants needed to synthesize it. The reactants are: [Si]([O:8][CH:9]1[CH2:26][N:12]2[C:13](=[O:25])[N:14]([C:17]3[CH:22]=[C:21]([Cl:23])[CH:20]=[C:19]([Cl:24])[CH:18]=3)[C:15](=[O:16])[N:11]2[CH2:10]1)(C(C)(C)C)(C)C. (2) Given the product [C:1]([O:5][C:6]([NH:8][C@H:9]([C:35]([O:37][CH3:38])=[O:36])[CH2:10][C:11]1[CH:16]=[CH:15][C:14]([CH2:17][CH2:18][CH2:19][C:20]2[CH:25]=[CH:24][CH:23]=[C:22]([N:26]([C:28]([O:30][C:31]([CH3:33])([CH3:32])[CH3:34])=[O:29])[CH3:27])[N:21]=2)=[CH:13][N:12]=1)=[O:7])([CH3:4])([CH3:2])[CH3:3], predict the reactants needed to synthesize it. The reactants are: [C:1]([O:5][C:6]([NH:8][C@H:9]([C:35]([O:37][CH3:38])=[O:36])[CH2:10][C:11]1[CH:16]=[CH:15][C:14]([CH:17]=[CH:18][CH2:19][C:20]2[CH:25]=[CH:24][CH:23]=[C:22]([N:26]([C:28]([O:30][C:31]([CH3:34])([CH3:33])[CH3:32])=[O:29])[CH3:27])[N:21]=2)=[CH:13][N:12]=1)=[O:7])([CH3:4])([CH3:3])[CH3:2].